This data is from Catalyst prediction with 721,799 reactions and 888 catalyst types from USPTO. The task is: Predict which catalyst facilitates the given reaction. (1) Reactant: [NH2:1][CH:2]1[CH2:5][N:4]([CH2:6][C:7]2[C:28]([C:29]([F:32])([F:31])[F:30])=[CH:27][C:10]([C:11]([NH:13][CH2:14][C:15]3[CH:20]=[C:19]([Cl:21])[CH:18]=[CH:17][C:16]=3[S:22]([CH2:25][CH3:26])(=[O:24])=[O:23])=[O:12])=[CH:9][C:8]=2[Cl:33])[CH2:3]1.[CH3:34][NH:35][S:36](N1CCOC1=O)(=[O:38])=[O:37].O.C(OCC)(=O)C. Product: [Cl:33][C:8]1[CH:9]=[C:10]([CH:27]=[C:28]([C:29]([F:32])([F:31])[F:30])[C:7]=1[CH2:6][N:4]1[CH2:5][CH:2]([NH:1][S:36](=[O:38])(=[O:37])[NH:35][CH3:34])[CH2:3]1)[C:11]([NH:13][CH2:14][C:15]1[CH:20]=[C:19]([Cl:21])[CH:18]=[CH:17][C:16]=1[S:22]([CH2:25][CH3:26])(=[O:24])=[O:23])=[O:12]. The catalyst class is: 10. (2) Reactant: [NH:1]1[C:9]2[C:4](=[CH:5][CH:6]=[CH:7][N:8]=2)[C:3]([CH:10]=O)=[CH:2]1.[OH:12][CH2:13][CH2:14][O:15][C:16]1[CH:21]=[CH:20][C:19]([NH:22][C:23]2[O:24][CH2:25][C:26](=[O:33])[C:27]=2[C:28]([O:30][CH2:31][CH3:32])=[O:29])=[C:18]([CH3:34])[CH:17]=1.N1CCC[C@H]1C(O)=O. Product: [NH:1]1[C:9]2=[N:8][CH:7]=[CH:6][CH:5]=[C:4]2[C:3]([CH:10]=[C:25]2[O:24][C:23]([NH:22][C:19]3[CH:20]=[CH:21][C:16]([O:15][CH2:14][CH2:13][OH:12])=[CH:17][C:18]=3[CH3:34])=[C:27]([C:28]([O:30][CH2:31][CH3:32])=[O:29])[C:26]2=[O:33])=[CH:2]1. The catalyst class is: 8. (3) Reactant: CO[C:3](OC)([CH3:5])[CH3:4].[C:8]([O:12][C:13]([NH:15][C@H:16]([CH2:22][OH:23])[CH2:17][C:18]([O:20][CH3:21])=[O:19])=[O:14])([CH3:11])([CH3:10])[CH3:9].C(=O)(O)[O-].[Na+]. Product: [CH3:21][O:20][C:18](=[O:19])[CH2:17][C@H:16]1[CH2:22][O:23][C:3]([CH3:5])([CH3:4])[N:15]1[C:13]([O:12][C:8]([CH3:9])([CH3:11])[CH3:10])=[O:14]. The catalyst class is: 21.